This data is from Catalyst prediction with 721,799 reactions and 888 catalyst types from USPTO. The task is: Predict which catalyst facilitates the given reaction. Reactant: [CH2:1]([C:4]1[C:13]2[C:8](=[CH:9][C:10](O)=[CH:11][C:12]=2O)[O:7][C:6](=[O:16])[CH:5]=1)[CH2:2][CH3:3].[CH3:17][C:18]1[CH:23]=[CH:22][C:21]([S:24](Cl)(=[O:26])=[O:25])=[CH:20][CH:19]=1.Cl. Product: [CH2:1]([C:4]1[C:13]2[C:8](=[CH:9][C:10]([S:24]([C:21]3[CH:22]=[CH:23][C:18]([CH3:17])=[CH:19][CH:20]=3)(=[O:26])=[O:25])=[CH:11][C:12]=2[S:24]([C:21]2[CH:22]=[CH:23][C:18]([CH3:17])=[CH:19][CH:20]=2)(=[O:26])=[O:25])[O:7][C:6](=[O:16])[CH:5]=1)[CH2:2][CH3:3]. The catalyst class is: 17.